Dataset: B-cell epitopes from IEDB database with 3,159 antigens for binding position prediction. Task: Token-level Classification. Given an antigen amino acid sequence, predict which amino acid positions are active epitope sites capable of antibody binding. Output is a list of indices for active positions. (1) Given the antigen sequence: MSKNKDQRTAKTLERTWDTLNHLLFISSCLYKLNLKSVAQITLSILAMIISTSLIIAAIIFIASANHKVTPTTAIIQDATSQIKNTTPTYLTQNPQLGISPSNPSEITSQITTILASTTPGVKSTLQSTTVKTKNTTTTQTQPSKPTTKQRQNKPPSKPNNDFHFEVFNFVPCSICSNNPTCWAICKRIPNKKPGKKTTTKPTKKPTLKTTKKDPKPQTTKSKEVPTTKPTEEPTINTTKTNIITTLLTSNTTGNPELTSQMETFHSTSSEGNPSPSQVSTTSEYPSQPSSPPNTPRQ, which amino acid positions are active epitope sites? The epitope positions are: [186, 187, 188, 189, 190, 191, 192, 193, 194, 195, 196, 197, 198, 199, 200, 201, 202, 203, 204]. The amino acids at these positions are: KRIPNKKPGKKTTTKPTKK. (2) Given the antigen sequence: MRIISGVVGCLFLVFSHHVSAFRHNQRVGSLAPAEVVGDLTSTLETADTLMTLRDHMHNITKDMKHVLSNGREQIVNDVCSNAPEDSNCREVVNNYADRCEMYGCFTIDNVKYPLYQEYQPLSLPNPYQLDAAFRLFKESASNPAKNSVKREWLRFRNGANHGDYHYFVTGLLNNNVVHEEGTTDVEYLVNKVLYMATMNYKTYLTVNSMNAKFFNRFSFTTKIFSRRIRQTLSDIIRWNVPEDFEERSIERITQLTSSYEDYMLTQIPTLSKFARRYADMVKKVLLGSLTSYVEAPWYKRWIKKFRDFFSKNVTQPTKKFIEDTNEVTKNYLKANVAEPTKKFMQDTHEKTKGYLKENVAEPTKTFFKEAPQVTKHFFDENIGQPTKEFFREAPQATKHFLDENIGQPTKEFFREAPQATKHFLGENIAQPTKEFFKDVPQVTKKVITENIAQPTKEFLREVPHATMKVLNENIAQPAKEIIHEFGTGAKNFISAAHEG..., which amino acid positions are active epitope sites? The epitope positions are: [253, 254, 255, 256, 257, 258, 259, 260, 261, 262, 263, 264]. The amino acids at these positions are: TQLTSSYEDYML.